Dataset: Reaction yield outcomes from USPTO patents with 853,638 reactions. Task: Predict the reaction yield, written as a fraction of the theoretical maximum amount of product (1.0 means a 100% yield; for example, 0.34 means a 34% yield). (1) The reactants are [Cl:1][C:2]1[C:7]([CH2:8]Cl)=[CH:6][C:5]([CH3:10])=[CH:4][N:3]=1.[N+:11]([N:14]=[C:15]1[NH:19][CH2:18][CH2:17][NH:16]1)([O-:13])=[O:12].C(=O)([O-])[O-].[K+].[K+].[Cl-].[Cs+]. The catalyst is C(#N)C. The product is [Cl:1][C:2]1[C:7]([CH2:8][N:16]2[CH2:17][CH2:18][NH:19][C:15]2=[N:14][N+:11]([O-:13])=[O:12])=[CH:6][C:5]([CH3:10])=[CH:4][N:3]=1. The yield is 0.900. (2) The reactants are [Cl:1][C:2]1[CH:3]=[CH:4][CH:5]=[C:6]2[C:11]=1[C:10]([CH2:12][C:13]1[CH:14]=[CH:15][C:16]([F:22])=[C:17]([CH:21]=1)[C:18]([OH:20])=O)=[N:9][NH:8][C:7]2=[O:23].[CH2:24]([O:26][CH:27]1[CH2:32][CH2:31][NH:30][CH2:29][CH2:28]1)[CH3:25].CCN(C(C)C)C(C)C. The catalyst is CN(C=O)C. The product is [Cl:1][C:2]1[CH:3]=[CH:4][CH:5]=[C:6]2[C:11]=1[C:10]([CH2:12][C:13]1[CH:14]=[CH:15][C:16]([F:22])=[C:17]([C:18]([N:30]3[CH2:31][CH2:32][CH:27]([O:26][CH2:24][CH3:25])[CH2:28][CH2:29]3)=[O:20])[CH:21]=1)=[N:9][NH:8][C:7]2=[O:23]. The yield is 0.195. (3) The reactants are [CH2:1]([OH:6])[CH2:2][CH2:3][C:4]#[CH:5].N1C=CN=C1.Cl[Si:13]([CH3:16])([CH3:15])[CH3:14]. The catalyst is C(Cl)Cl.O. The product is [CH3:14][Si:13]([CH3:16])([CH3:15])[O:6][CH2:1][CH2:2][CH2:3][C:4]#[CH:5]. The yield is 0.950. (4) The reactants are [Cl:1][C:2]1[C:5](=[O:6])[C:4]2([CH2:11]CCC[CH2:7]2)[C:3]=1[NH:12][C@@H:13]([CH2:19][C:20]1[CH:25]=[CH:24][C:23]([NH:26][C:27](=[O:36])[C:28]2[C:33]([Cl:34])=[CH:32][N:31]=[CH:30][C:29]=2[Cl:35])=[CH:22][CH:21]=1)[C:14]([O:16][CH2:17][CH3:18])=[O:15].ClN1C(=O)CCC1=O. No catalyst specified. The product is [Cl:1][C:2]1[C:5](=[O:6])[C:4]([CH3:7])([CH3:11])[C:3]=1[NH:12][C@@H:13]([CH2:19][C:20]1[CH:21]=[CH:22][C:23]([NH:26][C:27](=[O:36])[C:28]2[C:29]([Cl:35])=[CH:30][N:31]=[CH:32][C:33]=2[Cl:34])=[CH:24][CH:25]=1)[C:14]([O:16][CH2:17][CH3:18])=[O:15]. The yield is 0.310. (5) The reactants are [CH3:1][C:2]1[C:14]([CH:15]([CH2:20][CH2:21][CH3:22])[C:16]([O:18]C)=[O:17])=[C:13]([C:23]2[CH:28]=[CH:27][C:26]([CH3:29])=[CH:25][CH:24]=2)[N:5]2[N:6]=[C:7]3[C:12]([CH:11]=[CH:10][CH:9]=[CH:8]3)=[C:4]2[N:3]=1.[OH-].[Na+]. The catalyst is CO.C(O)C. The product is [CH3:1][C:2]1[C:14]([CH:15]([CH2:20][CH2:21][CH3:22])[C:16]([OH:18])=[O:17])=[C:13]([C:23]2[CH:28]=[CH:27][C:26]([CH3:29])=[CH:25][CH:24]=2)[N:5]2[N:6]=[C:7]3[C:12]([CH:11]=[CH:10][CH:9]=[CH:8]3)=[C:4]2[N:3]=1. The yield is 0.300.